Dataset: Forward reaction prediction with 1.9M reactions from USPTO patents (1976-2016). Task: Predict the product of the given reaction. (1) Given the reactants [CH3:1][O:2][CH2:3][C:4]([C:7]1[C:16]([C:17]([OH:19])=O)=[CH:15][C:14]2[C:9](=[N:10][C:11]([CH3:21])=[C:12]([F:20])[CH:13]=2)[N:8]=1)([F:6])[F:5].[CH:22]12[CH2:29][CH:26]([CH2:27][CH2:28]1)[C:25](=[O:30])[CH2:24][C:23]2=[O:31], predict the reaction product. The product is: [F:20][C:12]1[CH:13]=[C:14]2[C:9](=[N:10][C:11]=1[CH3:21])[N:8]=[C:7]([C:4]([F:5])([F:6])[CH2:3][O:2][CH3:1])[C:16]([C:17]([CH:24]1[C:25](=[O:30])[CH:26]3[CH2:29][CH:22]([CH2:28][CH2:27]3)[C:23]1=[O:31])=[O:19])=[CH:15]2. (2) Given the reactants [CH3:1][O:2][C:3]1[CH:8]=[CH:7][CH:6]=[CH:5][C:4]=1[CH2:9][CH2:10][NH:11][CH2:12][CH2:13][C:14]1[CH:15]=[C:16]([CH2:20][CH2:21][OH:22])[CH:17]=[CH:18][CH:19]=1.[C:23](O[C:23]([O:25][C:26]([CH3:29])([CH3:28])[CH3:27])=[O:24])([O:25][C:26]([CH3:29])([CH3:28])[CH3:27])=[O:24], predict the reaction product. The product is: [C:26]([O:25][C:23](=[O:24])[N:11]([CH2:12][CH2:13][C:14]1[CH:19]=[CH:18][CH:17]=[C:16]([CH2:20][CH2:21][OH:22])[CH:15]=1)[CH2:10][CH2:9][C:4]1[CH:5]=[CH:6][CH:7]=[CH:8][C:3]=1[O:2][CH3:1])([CH3:29])([CH3:28])[CH3:27]. (3) Given the reactants [CH3:1][C:2]1[CH:7]=[C:6]([N+:8]([O-])=O)[C:5]([CH3:11])=[CH:4][C:3]=1[C:12]1[CH2:21][CH2:20][C:15]2([O:19][CH2:18][CH2:17][O:16]2)[CH2:14][CH:13]=1, predict the reaction product. The product is: [CH3:11][C:5]1[CH:4]=[C:3]([CH:12]2[CH2:21][CH2:20][C:15]3([O:19][CH2:18][CH2:17][O:16]3)[CH2:14][CH2:13]2)[C:2]([CH3:1])=[CH:7][C:6]=1[NH2:8].